This data is from Catalyst prediction with 721,799 reactions and 888 catalyst types from USPTO. The task is: Predict which catalyst facilitates the given reaction. (1) Reactant: [CH:1]1([N:4]2[C:13]3[C:8](=[CH:9][C:10]([F:17])=[C:11]([F:16])[C:12]=3[O:14][CH3:15])[C:7](=[O:18])[NH:6][C:5]2=[O:19])[CH2:3][CH2:2]1.[CH3:20]CCCCCC.O1CCCC1.C(C1C=CC=CC=1)C.C(NC(C)C)(C)C.[Li].IC. Product: [CH:1]1([N:4]2[C:13]3[C:8](=[C:9]([CH3:20])[C:10]([F:17])=[C:11]([F:16])[C:12]=3[O:14][CH3:15])[C:7](=[O:18])[NH:6][C:5]2=[O:19])[CH2:2][CH2:3]1. The catalyst class is: 7. (2) Reactant: [OH:1][CH2:2][C:3]([NH:6][C:7]([C:9]1[C:17]2[C:12](=[N:13][CH:14]=[C:15]([N:18]3[C:26]4[C:21](=[CH:22][CH:23]=[CH:24][CH:25]=4)[C:20]([CH:27]4[CH2:32][CH2:31][N:30](C(OC(C)(C)C)=O)[CH2:29][CH2:28]4)=[N:19]3)[N:16]=2)[N:11](COCC[Si](C)(C)C)[CH:10]=1)=[O:8])([CH3:5])[CH3:4].FC(F)(F)C(O)=O. Product: [OH:1][CH2:2][C:3]([NH:6][C:7]([C:9]1[C:17]2[C:12](=[N:13][CH:14]=[C:15]([N:18]3[C:26]4[C:21](=[CH:22][CH:23]=[CH:24][CH:25]=4)[C:20]([CH:27]4[CH2:32][CH2:31][NH:30][CH2:29][CH2:28]4)=[N:19]3)[N:16]=2)[NH:11][CH:10]=1)=[O:8])([CH3:5])[CH3:4]. The catalyst class is: 4. (3) Reactant: [Cl:1][C:2]1[CH:7]=[CH:6][C:5]([N:8]2[CH2:17][CH2:16][C:11]3(OCC[O:12]3)[CH2:10][CH2:9]2)=[CH:4][CH:3]=1.Cl.O.[BH4-].[Na+]. Product: [Cl:1][C:2]1[CH:7]=[CH:6][C:5]([N:8]2[CH2:9][CH2:10][CH:11]([OH:12])[CH2:16][CH2:17]2)=[CH:4][CH:3]=1. The catalyst class is: 645. (4) Reactant: FC1C=CC=C(F)C=1C(Cl)=O.[F:12][C:13]1[CH:18]=[CH:17][CH:16]=[C:15]([F:19])[C:14]=1[C:20]([N:22]=[C:23]=[S:24])=[O:21].[Cl:25][C:26]1[CH:27]=[C:28]([CH:30]=[CH:31][C:32]=1[O:33][C:34]1[C:43]2[C:38](=[CH:39][C:40]([O:46][CH3:47])=[C:41]([O:44][CH3:45])[CH:42]=2)[N:37]=[CH:36][CH:35]=1)[NH2:29].C1(C)C=CC=CC=1. Product: [F:12][C:13]1[CH:18]=[CH:17][CH:16]=[C:15]([F:19])[C:14]=1[C:20]([N:22]=[C:23]=[S:24])=[O:21].[Cl:25][C:26]1[CH:27]=[C:28]([NH:29][C:23]([NH:22][C:20](=[O:21])[C:14]2[C:13]([F:12])=[CH:18][CH:17]=[CH:16][C:15]=2[F:19])=[S:24])[CH:30]=[CH:31][C:32]=1[O:33][C:34]1[C:43]2[C:38](=[CH:39][C:40]([O:46][CH3:47])=[C:41]([O:44][CH3:45])[CH:42]=2)[N:37]=[CH:36][CH:35]=1. The catalyst class is: 8. (5) Reactant: [Cl:1][C:2]1[N:11]=[CH:10][C:9]2[N:8]([CH2:12][C:13]([OH:15])=O)[CH2:7][C@@H:6]3[CH2:16][O:17][CH2:18][CH2:19][N:5]3[C:4]=2[N:3]=1.CN(C(ON1N=NC2C=CC=NC1=2)=[N+](C)C)C.F[P-](F)(F)(F)(F)F.[NH2:44][C:45]1[CH:50]=[CH:49][N:48]=[CH:47][CH:46]=1.C(N(CC)CC)C. Product: [Cl:1][C:2]1[N:11]=[CH:10][C:9]2[N:8]([CH2:12][C:13]([NH:44][C:45]3[CH:50]=[CH:49][N:48]=[CH:47][CH:46]=3)=[O:15])[CH2:7][C@@H:6]3[CH2:16][O:17][CH2:18][CH2:19][N:5]3[C:4]=2[N:3]=1. The catalyst class is: 3. (6) Reactant: [CH3:1][C:2]1[N:3]=[CH:4][N:5]([C:7]2[CH:14]=[CH:13][C:12]([N+:15]([O-:17])=[O:16])=[CH:11][C:8]=2[C:9]#[N:10])[CH:6]=1.[CH3:18][N+:19]([CH3:21])=[CH2:20].[I-]. Product: [CH3:18][N:19]([CH2:21][C:6]1[N:5]([C:7]2[CH:14]=[CH:13][C:12]([N+:15]([O-:17])=[O:16])=[CH:11][C:8]=2[C:9]#[N:10])[CH:4]=[N:3][C:2]=1[CH3:1])[CH3:20]. The catalyst class is: 3. (7) Reactant: [Si]([O:8][CH2:9][CH2:10][C:11]1[S:15][C:14](C=O)=[CH:13][CH:12]=1)(C(C)(C)C)(C)C.[Cl-].[NH4+].[CH:20]([O:27][CH2:28][CH3:29])([O:24][CH2:25][CH3:26])OCC. Product: [CH2:28]([O:27][CH:20]([O:24][CH2:25][CH3:26])[C:14]1[S:15][C:11]([CH2:10][CH2:9][OH:8])=[CH:12][CH:13]=1)[CH3:29]. The catalyst class is: 8.